Dataset: TCR-epitope binding with 47,182 pairs between 192 epitopes and 23,139 TCRs. Task: Binary Classification. Given a T-cell receptor sequence (or CDR3 region) and an epitope sequence, predict whether binding occurs between them. (1) The epitope is VLQAVGACV. The TCR CDR3 sequence is CASSVAETNTGELFF. Result: 0 (the TCR does not bind to the epitope). (2) The epitope is VTIAEILLI. The TCR CDR3 sequence is CASSPSWDGYNSPLHF. Result: 0 (the TCR does not bind to the epitope). (3) The epitope is KAYNVTQAF. The TCR CDR3 sequence is CATSDPGLAHEQFF. Result: 1 (the TCR binds to the epitope). (4) The epitope is SEISMDNSPNL. The TCR CDR3 sequence is CASSPSGTFYEQYF. Result: 0 (the TCR does not bind to the epitope). (5) The epitope is KPLEFGATSAAL. The TCR CDR3 sequence is CAWNRGSTDTQYF. Result: 0 (the TCR does not bind to the epitope). (6) The epitope is IIKDYGKQM. The TCR CDR3 sequence is CASSVDKGGADTQYF. Result: 1 (the TCR binds to the epitope). (7) The epitope is GLCTLVAML. Result: 0 (the TCR does not bind to the epitope). The TCR CDR3 sequence is CASSLLFREGDTQYF.